Dataset: Peptide-MHC class II binding affinity with 134,281 pairs from IEDB. Task: Regression. Given a peptide amino acid sequence and an MHC pseudo amino acid sequence, predict their binding affinity value. This is MHC class II binding data. (1) The peptide sequence is SDANTEYERLLSMLN. The MHC is DRB1_0404 with pseudo-sequence DRB1_0404. The binding affinity (normalized) is 0.587. (2) The binding affinity (normalized) is 0.598. The MHC is DRB1_0101 with pseudo-sequence DRB1_0101. The peptide sequence is LPTKLRPSAAPTAPP.